This data is from hERG Central: cardiac toxicity at 1µM, 10µM, and general inhibition. The task is: Predict hERG channel inhibition at various concentrations. (1) The compound is CCCN1C2CCCC1CC(NC(=O)c1ccc(Br)cc1)C2. Results: hERG_inhib (hERG inhibition (general)): blocker. (2) The molecule is CCCCN(C)CCCNC(=O)c1cc(-c2cccs2)nc2ccccc12. Results: hERG_inhib (hERG inhibition (general)): blocker. (3) The molecule is O=C(Nc1ccc(Cl)cc1)N(Cc1cccnc1)Cc1ccco1. Results: hERG_inhib (hERG inhibition (general)): blocker.